This data is from Reaction yield outcomes from USPTO patents with 853,638 reactions. The task is: Predict the reaction yield, written as a fraction of the theoretical maximum amount of product (1.0 means a 100% yield; for example, 0.34 means a 34% yield). (1) The reactants are [CH3:1][O:2][C:3]1[CH:4]=[C:5](B(O)O)[CH:6]=[CH:7][C:8]=1[O:9][CH3:10].I[C:15]1[C:23]2[C:18](=[N:19][CH:20]=[N:21][C:22]=2[NH2:24])[N:17]([CH:25]([CH3:27])[CH3:26])[N:16]=1.C([O-])([O-])=O.[Na+].[Na+]. The catalyst is CCO.COCCOC.C1C=CC([P]([Pd]([P](C2C=CC=CC=2)(C2C=CC=CC=2)C2C=CC=CC=2)([P](C2C=CC=CC=2)(C2C=CC=CC=2)C2C=CC=CC=2)[P](C2C=CC=CC=2)(C2C=CC=CC=2)C2C=CC=CC=2)(C2C=CC=CC=2)C2C=CC=CC=2)=CC=1. The product is [CH:25]([N:17]1[C:18]2=[N:19][CH:20]=[N:21][C:22]([NH2:24])=[C:23]2[C:15]([C:5]2[CH:6]=[CH:7][C:8]([O:9][CH3:10])=[C:3]([O:2][CH3:1])[CH:4]=2)=[N:16]1)([CH3:27])[CH3:26]. The yield is 0.600. (2) The reactants are C[O:2][C:3](=[O:18])[CH:4]([NH:9][C:10]([C:12]1[CH:13]=[N:14][CH:15]=[CH:16][CH:17]=1)=[O:11])[CH:5]([CH3:8])[CH2:6][CH3:7].C1COCC1.[Li+].[OH-].Cl. The catalyst is CO.O. The product is [CH3:8][CH:5]([CH2:6][CH3:7])[CH:4]([NH:9][C:10]([C:12]1[CH:13]=[N:14][CH:15]=[CH:16][CH:17]=1)=[O:11])[C:3]([OH:18])=[O:2]. The yield is 0.500. (3) The reactants are [C:1]([C:3]1[N:7]2[CH:8]=[C:9]([C:12]3[CH:32]=[CH:31][C:15]([C:16]([N:18]4[CH2:23][CH2:22][N:21]([C:24]([O:26][C:27]([CH3:30])([CH3:29])[CH3:28])=[O:25])[CH2:20][CH2:19]4)=[O:17])=[CH:14][CH:13]=3)[CH:10]=[CH:11][C:6]2=[N:5][CH:4]=1)#[CH:2].Br[C:34]1[CH:39]=[CH:38][N:37]=[C:36]([NH:40][C:41]2[CH:42]=[N:43][CH:44]=[CH:45][CH:46]=2)[CH:35]=1. No catalyst specified. The product is [N:43]1[CH:44]=[CH:45][CH:46]=[C:41]([NH:40][C:36]2[CH:35]=[C:34]([C:2]#[C:1][C:3]3[N:7]4[CH:8]=[C:9]([C:12]5[CH:13]=[CH:14][C:15]([C:16]([N:18]6[CH2:23][CH2:22][N:21]([C:24]([O:26][C:27]([CH3:28])([CH3:29])[CH3:30])=[O:25])[CH2:20][CH2:19]6)=[O:17])=[CH:31][CH:32]=5)[CH:10]=[CH:11][C:6]4=[N:5][CH:4]=3)[CH:39]=[CH:38][N:37]=2)[CH:42]=1. The yield is 0.147.